This data is from Full USPTO retrosynthesis dataset with 1.9M reactions from patents (1976-2016). The task is: Predict the reactants needed to synthesize the given product. (1) Given the product [CH2:1]([N:8]([CH2:24][C:25]1[CH:26]=[CH:27][C:28]([C:31]2[CH:36]=[CH:35][C:34]([O:37][CH2:38][C:39]3[NH:44][N:43]=[N:42][N:40]=3)=[C:33]([Br:41])[CH:32]=2)=[CH:29][CH:30]=1)[C:9]([C:11]1[C:15]2[CH:16]=[CH:17][CH:18]=[CH:19][C:14]=2[O:13][C:12]=1[CH2:20][CH2:21][CH2:22][CH3:23])=[O:10])[C:2]1[CH:3]=[CH:4][CH:5]=[CH:6][CH:7]=1, predict the reactants needed to synthesize it. The reactants are: [CH2:1]([N:8]([CH2:24][C:25]1[CH:30]=[CH:29][C:28]([C:31]2[CH:36]=[CH:35][C:34]([O:37][CH2:38][C:39]#[N:40])=[C:33]([Br:41])[CH:32]=2)=[CH:27][CH:26]=1)[C:9]([C:11]1[C:15]2[CH:16]=[CH:17][CH:18]=[CH:19][C:14]=2[O:13][C:12]=1[CH2:20][CH2:21][CH2:22][CH3:23])=[O:10])[C:2]1[CH:7]=[CH:6][CH:5]=[CH:4][CH:3]=1.[N-:42]=[N+:43]=[N-:44].[Na+].[Cl-].[NH4+].[OH-].[Na+]. (2) Given the product [NH2:1][C:2]1[O:6][N:5]=[C:4]([C:7]2[CH:12]=[CH:11][CH:10]=[CH:9][C:8]=2[O:13][C:14]([F:15])([F:16])[F:17])[C:3]=1[C:18]([N:44]1[CH2:43][CH2:42][N:41]([C:37]2[CH:38]=[CH:39][CH:40]=[C:35]([O:34][CH3:33])[CH:36]=2)[CH2:46][CH2:45]1)=[O:20], predict the reactants needed to synthesize it. The reactants are: [NH2:1][C:2]1[O:6][N:5]=[C:4]([C:7]2[CH:12]=[CH:11][CH:10]=[CH:9][C:8]=2[O:13][C:14]([F:17])([F:16])[F:15])[C:3]=1[C:18]([OH:20])=O.Cl.C(N=C=NCCCN(C)C)C.[CH3:33][O:34][C:35]1[CH:36]=[C:37]([N:41]2[CH2:46][CH2:45][NH:44][CH2:43][CH2:42]2)[CH:38]=[CH:39][CH:40]=1.